This data is from Reaction yield outcomes from USPTO patents with 853,638 reactions. The task is: Predict the reaction yield, written as a fraction of the theoretical maximum amount of product (1.0 means a 100% yield; for example, 0.34 means a 34% yield). (1) The reactants are O[C@@H:2]1[CH2:6][CH2:5][N:4]([C:7]([O:9][CH2:10][C:11]2[CH:16]=[CH:15][CH:14]=[CH:13][CH:12]=2)=[O:8])[CH2:3]1.[C:17]1([CH3:27])[CH:22]=[CH:21][C:20]([S:23](Cl)(=[O:25])=[O:24])=[CH:19][CH:18]=1.C(N(CC)CC)C. The catalyst is C(Cl)Cl. The product is [S:23]([C@@H:2]1[CH2:6][CH2:5][N:4]([C:7]([O:9][CH2:10][C:11]2[CH:16]=[CH:15][CH:14]=[CH:13][CH:12]=2)=[O:8])[CH2:3]1)([C:20]1[CH:21]=[CH:22][C:17]([CH3:27])=[CH:18][CH:19]=1)(=[O:25])=[O:24]. The yield is 0.880. (2) The reactants are [CH3:1][O:2][C:3]1[CH:20]=[C:19]([O:21][CH3:22])[CH:18]=[CH:17][C:4]=1[CH2:5][NH:6][C:7]1[C:12]2[C:13]([CH3:16])=[N:14][NH:15][C:11]=2[CH:10]=[CH:9][N:8]=1.[H-].[Na+].[Cl:25][C:26]1[C:27]([CH3:48])=[C:28]([C:37]2[CH:38]=[CH:39][C:40]([C:43]([N:45]([CH3:47])[CH3:46])=[O:44])=[N:41][CH:42]=2)[C:29]([O:35][CH3:36])=[C:30]([CH:32](Cl)[CH3:33])[CH:31]=1. The catalyst is CN(C)C=O.O. The product is [Cl:25][C:26]1[C:27]([CH3:48])=[C:28]([C:37]2[CH:38]=[CH:39][C:40]([C:43]([N:45]([CH3:46])[CH3:47])=[O:44])=[N:41][CH:42]=2)[C:29]([O:35][CH3:36])=[C:30]([CH:32]([N:15]2[C:11]3[CH:10]=[CH:9][N:8]=[C:7]([NH:6][CH2:5][C:4]4[CH:17]=[CH:18][C:19]([O:21][CH3:22])=[CH:20][C:3]=4[O:2][CH3:1])[C:12]=3[C:13]([CH3:16])=[N:14]2)[CH3:33])[CH:31]=1. The yield is 0.490. (3) The reactants are [C:1]([O:5][C:6](=[O:32])[N:7]([CH2:19][C:20]1[CH:25]=[CH:24][C:23]([C:26]2[CH:31]=[CH:30][CH:29]=[CH:28][CH:27]=2)=[CH:22][CH:21]=1)[C@H:8]1[CH2:12][CH2:11][C@@H:10]([C:13](=[O:18])N(OC)C)[CH2:9]1)([CH3:4])([CH3:3])[CH3:2].[Br-].O.Cl. The product is [C:1]([O:5][C:6](=[O:32])[N:7]([CH2:19][C:20]1[CH:21]=[CH:22][C:23]([C:26]2[CH:31]=[CH:30][CH:29]=[CH:28][CH:27]=2)=[CH:24][CH:25]=1)[C@H:8]1[CH2:12][CH2:11][C@@H:10]([C:13](=[O:18])[CH2:10][CH2:9][CH:8]=[CH2:12])[CH2:9]1)([CH3:4])([CH3:2])[CH3:3]. The catalyst is O1CCCC1. The yield is 0.940. (4) The reactants are [F:1][C:2]([F:43])([F:42])[C:3]1[CH:4]=[C:5]([CH:39]=[CH:40][CH:41]=1)[CH2:6][NH:7][C:8](=[O:38])[C:9]1[CH:14]=[CH:13][N:12]=[C:11]([C:15]2[CH:20]=[C:19]([N:21]3[CH2:26][CH2:25][CH2:24][CH2:23][CH2:22]3)[CH:18]=[CH:17][C:16]=2[NH:27][C:28](=[O:37])[C:29]2[CH:34]=[CH:33][CH:32]=[C:31]([CH2:35]Br)[CH:30]=2)[CH:10]=1.C(=O)([O-])[O-].[K+].[K+].[I-].[K+].[NH:52]1[CH2:56][CH2:55][C@H:54]([NH:57][C:58](=[O:60])[CH3:59])[CH2:53]1. The catalyst is CN(C)C=O.O. The product is [C:58]([NH:57][C@H:54]1[CH2:55][CH2:56][N:52]([CH2:35][C:31]2[CH:30]=[C:29]([CH:34]=[CH:33][CH:32]=2)[C:28]([NH:27][C:16]2[CH:17]=[CH:18][C:19]([N:21]3[CH2:26][CH2:25][CH2:24][CH2:23][CH2:22]3)=[CH:20][C:15]=2[C:11]2[CH:10]=[C:9]([CH:14]=[CH:13][N:12]=2)[C:8]([NH:7][CH2:6][C:5]2[CH:39]=[CH:40][CH:41]=[C:3]([C:2]([F:43])([F:42])[F:1])[CH:4]=2)=[O:38])=[O:37])[CH2:53]1)(=[O:60])[CH3:59]. The yield is 0.240. (5) The reactants are Br[C:2]1[N:7]=[C:6]([C:8]([OH:10])=[O:9])[C:5]([F:11])=[CH:4][CH:3]=1.[F:12][C:13]1[CH:18]=[CH:17][CH:16]=[CH:15][C:14]=1B(O)O. The catalyst is C1C=CC(P(C2C=CC=CC=2)[C-]2C=CC=C2)=CC=1.C1C=CC(P(C2C=CC=CC=2)[C-]2C=CC=C2)=CC=1.Cl[Pd]Cl.[Fe+2].C(Cl)Cl. The product is [F:11][C:5]1[C:6]([C:8]([OH:10])=[O:9])=[N:7][C:2]([C:14]2[CH:15]=[CH:16][CH:17]=[CH:18][C:13]=2[F:12])=[CH:3][CH:4]=1. The yield is 0.810. (6) The reactants are [CH:1]([O:4][C:5]1[CH:10]=[CH:9][C:8]([N:11]2[C:16](=[O:17])[C:15]([CH2:18][C:19]3[CH:24]=[CH:23][C:22]([C:25]4[CH:30]=[CH:29][CH:28]=[CH:27][C:26]=4[C:31]4[NH:35][C:34](=[O:36])[O:33][N:32]=4)=[CH:21][CH:20]=3)=[C:14]([CH2:37][CH2:38][CH3:39])[N:13]=[C:12]2[CH3:40])=[CH:7][CH:6]=1)([CH3:3])[CH3:2].[BrH:41].C(O)C. The catalyst is C(OCC)(=O)C. The product is [BrH:41].[CH:1]([O:4][C:5]1[CH:10]=[CH:9][C:8]([N:11]2[C:16](=[O:17])[C:15]([CH2:18][C:19]3[CH:24]=[CH:23][C:22]([C:25]4[CH:30]=[CH:29][CH:28]=[CH:27][C:26]=4[C:31]4[NH:35][C:34](=[O:36])[O:33][N:32]=4)=[CH:21][CH:20]=3)=[C:14]([CH2:37][CH2:38][CH3:39])[N:13]=[C:12]2[CH3:40])=[CH:7][CH:6]=1)([CH3:3])[CH3:2]. The yield is 0.710. (7) The reactants are [C:1]([O:5][C:6]([N:8]([CH3:18])[CH2:9][C:10]([N:12]([CH2:14][C:15]([OH:17])=O)[CH3:13])=[O:11])=[O:7])([CH3:4])([CH3:3])[CH3:2].CN(C(F)=[N+](C)C)C.F[P-](F)(F)(F)(F)F.CCN(C(C)C)C(C)C.[N+:43]([C:46]1[CH:54]=[C:53]2[C:49]([CH:50]=[CH:51][NH:52]2)=[CH:48][CH:47]=1)([O-:45])=[O:44]. The catalyst is C1COCC1. The product is [C:1]([O:5][C:6](=[O:7])[N:8]([CH3:18])[CH2:9][C:10](=[O:11])[N:12]([CH3:13])[CH2:14][C:15]([N:52]1[C:53]2[C:49](=[CH:48][CH:47]=[C:46]([N+:43]([O-:45])=[O:44])[CH:54]=2)[CH:50]=[CH:51]1)=[O:17])([CH3:2])([CH3:3])[CH3:4]. The yield is 0.300.